Dataset: Forward reaction prediction with 1.9M reactions from USPTO patents (1976-2016). Task: Predict the product of the given reaction. (1) Given the reactants [C:1]([C:5]1[CH:10]=[C:9]([N+:11]([O-:13])=[O:12])[C:8]([OH:14])=[C:7]([CH3:15])[CH:6]=1)([CH3:4])([CH3:3])[CH3:2].[C:16]([O-])([O-])=O.[K+].[K+].CI, predict the reaction product. The product is: [C:1]([C:5]1[CH:10]=[C:9]([N+:11]([O-:13])=[O:12])[C:8]([O:14][CH3:16])=[C:7]([CH3:15])[CH:6]=1)([CH3:4])([CH3:3])[CH3:2]. (2) Given the reactants [CH:1]1([N:5]2[CH2:11][CH2:10][C:9]3[CH:12]=[C:13]([OH:16])[CH:14]=[CH:15][C:8]=3[CH2:7][CH2:6]2)[CH2:4][CH2:3][CH2:2]1.Cl[C:18]1[CH:27]=[C:26]([O:28][CH3:29])[C:25]2[C:20](=[CH:21][CH:22]=[C:23]([CH3:30])[CH:24]=2)[N:19]=1.C(=O)([O-])[O-].[Cs+].[Cs+], predict the reaction product. The product is: [CH:1]1([N:5]2[CH2:6][CH2:7][C:8]3[CH:15]=[CH:14][C:13]([O:16][C:18]4[CH:27]=[C:26]([O:28][CH3:29])[C:25]5[C:20](=[CH:21][CH:22]=[C:23]([CH3:30])[CH:24]=5)[N:19]=4)=[CH:12][C:9]=3[CH2:10][CH2:11]2)[CH2:4][CH2:3][CH2:2]1. (3) The product is: [CH3:32][O:31][C:28]1[CH:29]=[C:30]2[C:25](=[CH:26][C:27]=1[O:33][CH3:34])[N:24]=[CH:23][N:22]=[C:21]2[NH:1][C:2]1[CH:19]=[CH:18][C:5]2[N:6]=[C:7]([NH:9][C:10](=[O:17])[C:11]3[CH:16]=[CH:15][CH:14]=[CH:13][CH:12]=3)[O:8][C:4]=2[CH:3]=1. Given the reactants [NH2:1][C:2]1[CH:19]=[CH:18][C:5]2[N:6]=[C:7]([NH:9][C:10](=[O:17])[C:11]3[CH:16]=[CH:15][CH:14]=[CH:13][CH:12]=3)[O:8][C:4]=2[CH:3]=1.Cl[C:21]1[C:30]2[C:25](=[CH:26][C:27]([O:33][CH3:34])=[C:28]([O:31][CH3:32])[CH:29]=2)[N:24]=[CH:23][N:22]=1, predict the reaction product. (4) Given the reactants C([O:4][CH2:5][CH2:6][NH:7][C:8]1[C:9]([NH:25][C:26](=[O:39])[CH2:27][C:28]2[CH:33]=[CH:32][CH:31]=[C:30]([C:34]([F:37])([F:36])[F:35])[C:29]=2[F:38])=[C:10]2[C:15](=[CH:16][CH:17]=1)[C:14](=[O:18])[N:13]([CH2:19][CH2:20][O:21]C(=O)C)[CH:12]=[CH:11]2)(=O)C.C(=O)([O-])[O-].[K+].[K+].CO, predict the reaction product. The product is: [F:38][C:29]1[C:30]([C:34]([F:37])([F:36])[F:35])=[CH:31][CH:32]=[CH:33][C:28]=1[CH2:27][C:26]([NH:25][C:9]1[C:8]([NH:7][CH2:6][CH2:5][OH:4])=[CH:17][CH:16]=[C:15]2[C:10]=1[CH:11]=[CH:12][N:13]([CH2:19][CH2:20][OH:21])[C:14]2=[O:18])=[O:39]. (5) Given the reactants [CH3:1][NH:2][CH2:3][CH:4]([C:6]1[CH:11]=[CH:10][CH:9]=[CH:8][CH:7]=1)[OH:5].[Cl:12][C:13]1[C:18]([CH2:19]Cl)=[CH:17][CH:16]=[C:15]([Cl:21])[N:14]=1, predict the reaction product. The product is: [Cl:12][C:13]1[C:18]([CH2:19][N:2]([CH3:1])[CH2:3][CH:4]([C:6]2[CH:11]=[CH:10][CH:9]=[CH:8][CH:7]=2)[OH:5])=[CH:17][CH:16]=[C:15]([Cl:21])[N:14]=1. (6) The product is: [C:8]([C:5]1[CH:6]=[CH:7][C:2]([C:26]2[CH:27]=[CH:28][C:23]([CH2:22][OH:21])=[CH:24][CH:25]=2)=[CH:3][CH:4]=1)#[C:9][CH3:10]. Given the reactants Br[C:2]1[CH:7]=[CH:6][C:5]([C:8]#[C:9][CH3:10])=[CH:4][CH:3]=1.BrC1C=C(OCC)C=CC=1.[OH:21][CH2:22][C:23]1[CH:28]=[CH:27][C:26](B(O)O)=[CH:25][CH:24]=1.C(=O)([O-])[O-].[Na+].[Na+], predict the reaction product. (7) Given the reactants [F:1][C:2]([F:52])([F:51])[C:3]1[CH:4]=[C:5]([C@H:13]2[O:18][C:17](=[O:19])[N:16]([CH2:20][C:21]3[CH:26]=[C:25]([C:27]([F:30])([F:29])[F:28])[CH:24]=[CH:23][C:22]=3[C:31]3[CH:32]=[C:33]([C:39]4[CH:44]=[CH:43][C:42]([C:45]([O:47]C)=[O:46])=[CH:41][C:40]=4[CH3:49])[CH:34]=[CH:35][C:36]=3[O:37][CH3:38])[C@@H:15]([CH3:50])[CH2:14]2)[CH:6]=[C:7]([C:9]([F:12])([F:11])[F:10])[CH:8]=1.[OH-].[K+], predict the reaction product. The product is: [F:12][C:9]([F:10])([F:11])[C:7]1[CH:6]=[C:5]([C@H:13]2[O:18][C:17](=[O:19])[N:16]([CH2:20][C:21]3[CH:26]=[C:25]([C:27]([F:30])([F:29])[F:28])[CH:24]=[CH:23][C:22]=3[C:31]3[CH:32]=[C:33]([C:39]4[CH:44]=[CH:43][C:42]([C:45]([OH:47])=[O:46])=[CH:41][C:40]=4[CH3:49])[CH:34]=[CH:35][C:36]=3[O:37][CH3:38])[C@@H:15]([CH3:50])[CH2:14]2)[CH:4]=[C:3]([C:2]([F:1])([F:52])[F:51])[CH:8]=1. (8) Given the reactants [Si:1]([O:8][CH2:9][C:10]([N:13]1[C:17]2[N:18]=[CH:19][N:20]=[CH:21][C:16]=2[C:15](I)=[CH:14]1)([CH3:12])[CH3:11])([C:4]([CH3:7])([CH3:6])[CH3:5])([CH3:3])[CH3:2].[C:23]1([C:29](=[N:36][C:37]2[CH:38]=[N:39][CH:40]=[C:41]([CH:48]=2)[C:42](N(OC)C)=[O:43])[C:30]2[CH:35]=[CH:34][CH:33]=[CH:32][CH:31]=2)[CH:28]=[CH:27][CH:26]=[CH:25][CH:24]=1, predict the reaction product. The product is: [Si:1]([O:8][CH2:9][C:10]([N:13]1[C:17]2[N:18]=[CH:19][N:20]=[CH:21][C:16]=2[C:15]([C:42]([C:41]2[CH:40]=[N:39][CH:38]=[C:37]([N:36]=[C:29]([C:30]3[CH:35]=[CH:34][CH:33]=[CH:32][CH:31]=3)[C:23]3[CH:28]=[CH:27][CH:26]=[CH:25][CH:24]=3)[CH:48]=2)=[O:43])=[CH:14]1)([CH3:12])[CH3:11])([C:4]([CH3:7])([CH3:6])[CH3:5])([CH3:3])[CH3:2]. (9) Given the reactants [CH3:1][O:2][C:3](=[O:16])[C:4]1[CH:9]=[CH:8][C:7]([CH:10]([OH:15])[CH2:11][CH:12]([CH3:14])[CH3:13])=[CH:6][CH:5]=1.[Cr](Cl)([O-])(=O)=O.[NH+]1C=CC=CC=1, predict the reaction product. The product is: [CH3:1][O:2][C:3](=[O:16])[C:4]1[CH:9]=[CH:8][C:7]([C:10](=[O:15])[CH2:11][CH:12]([CH3:14])[CH3:13])=[CH:6][CH:5]=1.